Dataset: Full USPTO retrosynthesis dataset with 1.9M reactions from patents (1976-2016). Task: Predict the reactants needed to synthesize the given product. Given the product [CH:15]1([N:12]2[CH2:13][CH2:14][CH:9]([NH2:8])[CH2:10][CH2:11]2)[CH2:17][CH2:16]1, predict the reactants needed to synthesize it. The reactants are: C([NH:8][CH:9]1[CH2:14][CH2:13][N:12]([CH:15]2[CH2:17][CH2:16]2)[CH2:11][CH2:10]1)C1C=CC=CC=1.